Task: Predict the reactants needed to synthesize the given product.. Dataset: Retrosynthesis with 50K atom-mapped reactions and 10 reaction types from USPTO (1) Given the product O=C(NCc1cc(Cl)ccc1-n1cnnn1)[C@@H]1CCON1, predict the reactants needed to synthesize it. The reactants are: CC(C)(C)OC(=O)N1OCC[C@H]1C(=O)NCc1cc(Cl)ccc1-n1cnnn1. (2) Given the product CCOC(=O)COc1ccc(F)c(NCc2cc(-c3cccc(F)c3)ccc2Cl)c1F, predict the reactants needed to synthesize it. The reactants are: CCOC(=O)CBr.Oc1ccc(F)c(NCc2cc(-c3cccc(F)c3)ccc2Cl)c1F.